From a dataset of Forward reaction prediction with 1.9M reactions from USPTO patents (1976-2016). Predict the product of the given reaction. (1) The product is: [Cl:26][C:20]1[CH:21]=[C:22]([F:25])[CH:23]=[CH:24][C:19]=1[CH2:18][NH:17][C:12]1[NH:11][C:15](=[CH:37][C:33]2[CH:34]=[CH:35][C:36]3[C:31](=[CH:30][CH:29]=[CH:28][N:27]=3)[N:32]=2)[C:14](=[O:16])[N:13]=1. Given the reactants C(OC([N:11]1[CH2:15][C:14](=[O:16])[N:13]=[C:12]1[NH:17][CH2:18][C:19]1[CH:24]=[CH:23][C:22]([F:25])=[CH:21][C:20]=1[Cl:26])=O)C1C=CC=CC=1.[N:27]1[C:36]2[C:31](=[N:32][C:33]([CH:37]=O)=[CH:34][CH:35]=2)[CH:30]=[CH:29][CH:28]=1.N1CCCCC1, predict the reaction product. (2) Given the reactants [CH2:1]([O:3][C:4]([C:6]1[C:7]([CH3:17])=[N:8][C:9](S(CC)(=O)=O)=[N:10][CH:11]=1)=[O:5])[CH3:2].[CH3:18][N:19]1[CH2:24][CH2:23][CH:22]([CH2:25][CH2:26][CH2:27][NH2:28])[CH2:21][CH2:20]1, predict the reaction product. The product is: [CH2:1]([O:3][C:4]([C:6]1[C:7]([CH3:17])=[N:8][C:9]([NH:28][CH2:27][CH2:26][CH2:25][CH:22]2[CH2:21][CH2:20][N:19]([CH3:18])[CH2:24][CH2:23]2)=[N:10][CH:11]=1)=[O:5])[CH3:2]. (3) Given the reactants [CH3:1][C:2]1[CH:7]=[C:6]([C:8]2[CH:26]=[CH:25][C:11]([CH2:12][NH:13][C:14]3[C:23]4[C:18](=[CH:19][C:20](Cl)=[N:21][CH:22]=4)[CH:17]=[CH:16][N:15]=3)=[CH:10][CH:9]=2)[CH:5]=[CH:4][N:3]=1.B(O)(O)[C:28]1[CH:33]=[CH:32][N:31]=[C:30]([CH3:34])[CH:29]=1.[O-]P([O-])([O-])=O.[K+].[K+].[K+].COC1C=CC=C(OC)C=1C1C=CC=CC=1P(C1CCCCC1)C1CCCCC1, predict the reaction product. The product is: [CH3:1][C:2]1[CH:7]=[C:6]([C:8]2[CH:26]=[CH:25][C:11]([CH2:12][NH:13][C:14]3[C:23]4[C:18](=[CH:19][C:20]([C:28]5[CH:33]=[CH:32][N:31]=[C:30]([CH3:34])[CH:29]=5)=[N:21][CH:22]=4)[CH:17]=[CH:16][N:15]=3)=[CH:10][CH:9]=2)[CH:5]=[CH:4][N:3]=1. (4) Given the reactants [Br-].[CH:2]1([Zn+])[CH2:5][CH2:4][CH2:3]1.Br[C:8]1[CH:17]=[C:16]([CH3:18])[CH:15]=[CH:14][C:9]=1[C:10]([O:12][CH3:13])=[O:11], predict the reaction product. The product is: [CH:2]1([C:8]2[CH:17]=[C:16]([CH3:18])[CH:15]=[CH:14][C:9]=2[C:10]([O:12][CH3:13])=[O:11])[CH2:5][CH2:4][CH2:3]1.